This data is from Full USPTO retrosynthesis dataset with 1.9M reactions from patents (1976-2016). The task is: Predict the reactants needed to synthesize the given product. (1) Given the product [Br:9][C:10]1[CH:15]=[CH:14][C:13]([CH2:16][O:17][Si:1]([C:4]([CH3:7])([CH3:6])[CH3:5])([CH3:3])[CH3:2])=[CH:12][CH:11]=1, predict the reactants needed to synthesize it. The reactants are: [Si:1](Cl)([C:4]([CH3:7])([CH3:6])[CH3:5])([CH3:3])[CH3:2].[Br:9][C:10]1[CH:15]=[CH:14][C:13]([CH2:16][OH:17])=[CH:12][CH:11]=1.N1C=CN=C1. (2) The reactants are: [CH3:1][C:2]1[CH:7]=[CH:6][C:5]([S:8]([O:11][CH2:12][CH:13]2[CH2:17][C:16]3[CH:18]=[CH:19][CH:20]=[C:21](Br)[C:15]=3[O:14]2)(=[O:10])=[O:9])=[CH:4][CH:3]=1.[F:23][C:24]([F:35])([F:34])[C:25]1[CH:26]=[C:27](B(O)O)[CH:28]=[CH:29][CH:30]=1.C(=O)([O-])[O-].[K+].[K+].CC1C=CC(S(OCC2CC3C(C4C=CC=CC=4)=CC=CC=3O2)(=O)=O)=CC=1. Given the product [CH3:1][C:2]1[CH:7]=[CH:6][C:5]([S:8]([O:11][CH2:12][CH:13]2[CH2:17][C:16]3[CH:18]=[CH:19][CH:20]=[C:21]([C:29]4[CH:28]=[CH:27][CH:26]=[C:25]([C:24]([F:35])([F:34])[F:23])[CH:30]=4)[C:15]=3[O:14]2)(=[O:10])=[O:9])=[CH:4][CH:3]=1, predict the reactants needed to synthesize it. (3) Given the product [F:8][C:9]1[CH:10]=[CH:11][C:12]([C:15]2[CH:19]=[C:18]([CH2:20][NH:21][C:22]3[C:31]4[C:26](=[CH:27][CH:28]=[CH:29][N:30]=4)[N:25]=[CH:24][C:23]=3[NH2:32])[O:17][N:16]=2)=[CH:13][CH:14]=1, predict the reactants needed to synthesize it. The reactants are: C1(C)C=CC=CC=1.[F:8][C:9]1[CH:14]=[CH:13][C:12]([C:15]2[CH:19]=[C:18]([CH2:20][NH:21][C:22]3[C:31]4[C:26](=[CH:27][CH:28]=[CH:29][N:30]=4)[N:25]=[CH:24][C:23]=3[N+:32]([O-])=O)[O:17][N:16]=2)=[CH:11][CH:10]=1. (4) Given the product [O:1]1[CH:5]=[CH:4][C:3]([C:6]2[C:11]([O:12][CH2:14][C:15]([O:17][CH3:18])=[O:16])=[CH:10][CH:9]=[CH:8][N:7]=2)=[CH:2]1, predict the reactants needed to synthesize it. The reactants are: [O:1]1[CH:5]=[CH:4][C:3]([C:6]2[C:11]([OH:12])=[CH:10][CH:9]=[CH:8][N:7]=2)=[CH:2]1.Br[CH2:14][C:15]([O:17][CH3:18])=[O:16].C(=O)([O-])[O-].[Cs+].[Cs+]. (5) The reactants are: [C:1]([NH:4][CH:5](C(OCC)=O)[C:6]([O:8]CC)=[O:7])(=[O:3])[CH3:2].CC(C)([O-])C.[K+].[C:22]1([C:28](Cl)(Cl)[C:29]2[CH:34]=[CH:33][CH:32]=[CH:31][CH:30]=2)[CH:27]=[CH:26][CH:25]=[CH:24][CH:23]=1.[I-].[K+].[OH-].[Na+]. Given the product [C:1]([NH:4][CH:5]([CH:28]([C:29]1[CH:34]=[CH:33][CH:32]=[CH:31][CH:30]=1)[C:22]1[CH:27]=[CH:26][CH:25]=[CH:24][CH:23]=1)[C:6]([OH:8])=[O:7])(=[O:3])[CH3:2], predict the reactants needed to synthesize it.